Dataset: Forward reaction prediction with 1.9M reactions from USPTO patents (1976-2016). Task: Predict the product of the given reaction. (1) Given the reactants C(OC(=O)[NH:7][CH:8]1[CH2:13][CH2:12][CH2:11][N:10]([C:14](=[O:38])[C@@H:15]([N:17]2[CH2:21][CH2:20][C@H:19]([NH:22][S:23]([C:26]3[CH:35]=[CH:34][C:33]4[C:28](=[CH:29][CH:30]=[C:31]([Cl:36])[CH:32]=4)[CH:27]=3)(=[O:25])=[O:24])[C:18]2=[O:37])[CH3:16])[CH2:9]1)(C)(C)C.FC(F)(F)C(O)=O, predict the reaction product. The product is: [NH2:7][CH:8]1[CH2:13][CH2:12][CH2:11][N:10]([C:14](=[O:38])[C@@H:15]([N:17]2[CH2:21][CH2:20][C@H:19]([NH:22][S:23]([C:26]3[CH:35]=[CH:34][C:33]4[C:28](=[CH:29][CH:30]=[C:31]([Cl:36])[CH:32]=4)[CH:27]=3)(=[O:25])=[O:24])[C:18]2=[O:37])[CH3:16])[CH2:9]1. (2) Given the reactants [C:1]([O:4][CH2:5][CH:6]([O:25][C:26](=[O:28])[CH3:27])[CH:7](Br)[C:8]1[O:9][C:10]([Br:23])=[C:11]([C:13]2[CH:18]=[CH:17][C:16]([C:19]([F:22])([F:21])[F:20])=[CH:15][CH:14]=2)[N:12]=1)(=[O:3])[CH3:2].C([O-])([O-])=O.[K+].[K+].[F:35][C:36]1[C:44]([OH:45])=[CH:43][CH:42]=[C:41]([F:46])[C:37]=1[C:38]([NH2:40])=[O:39], predict the reaction product. The product is: [C:1]([O:4][CH2:5][CH:6]([O:25][C:26](=[O:28])[CH3:27])[CH:7]([C:8]1[O:9][C:10]([Br:23])=[C:11]([C:13]2[CH:18]=[CH:17][C:16]([C:19]([F:22])([F:21])[F:20])=[CH:15][CH:14]=2)[N:12]=1)[O:45][C:44]1[CH:43]=[CH:42][C:41]([F:46])=[C:37]([C:38](=[O:39])[NH2:40])[C:36]=1[F:35])(=[O:3])[CH3:2]. (3) Given the reactants [CH:1]1[C:10]2[C:5](=[CH:6][CH:7]=[CH:8][CH:9]=2)[CH:4]=[CH:3][C:2]=1[CH2:11][C:12]([NH2:14])=[O:13].I[C:16]1[N:17]=[CH:18][N:19]2[CH:23]=[CH:22][S:21][C:20]=12.P([O-])([O-])([O-])=O.[K+].[K+].[K+], predict the reaction product. The product is: [S:21]1[CH:22]=[CH:23][N:19]2[CH:18]=[N:17][C:16]([NH:14][C:12](=[O:13])[CH2:11][C:2]3[CH:3]=[CH:4][C:5]4[C:10](=[CH:9][CH:8]=[CH:7][CH:6]=4)[CH:1]=3)=[C:20]12. (4) The product is: [CH2:1]([C:3]1[CH:8]=[CH:7][C:6]([CH2:9][C:10]([NH:16][O:15][CH3:14])=[O:11])=[CH:5][CH:4]=1)[CH3:2]. Given the reactants [CH2:1]([C:3]1[CH:8]=[CH:7][C:6]([CH2:9][C:10](Cl)=[O:11])=[CH:5][CH:4]=1)[CH3:2].Cl.[CH3:14][O:15][NH2:16].C(=O)([O-])[O-].[Na+].[Na+], predict the reaction product. (5) Given the reactants [CH3:1][O:2][C:3]1[CH:4]=[C:5]([CH:23]=[CH:24][C:25]=1[O:26][CH3:27])[CH2:6][CH:7]1[C:16]2[C:11](=[C:12]([O:21][CH3:22])[C:13]([O:19][CH3:20])=[C:14]([O:17][CH3:18])[CH:15]=2)[CH2:10][CH2:9][NH:8]1.Br[CH2:29][C:30](Br)=[O:31].[CH2:33]([O:35][C:36]1[CH:43]=[CH:42][CH:41]=[CH:40][C:37]=1[CH2:38][NH2:39])[CH3:34], predict the reaction product. The product is: [CH3:1][O:2][C:3]1[CH:4]=[C:5]([CH:23]=[CH:24][C:25]=1[O:26][CH3:27])[CH2:6][CH:7]1[C:16]2[C:11](=[C:12]([O:21][CH3:22])[C:13]([O:19][CH3:20])=[C:14]([O:17][CH3:18])[CH:15]=2)[CH2:10][CH2:9][N:8]1[CH2:29][C:30]([NH:39][CH2:38][C:37]1[CH:40]=[CH:41][CH:42]=[CH:43][C:36]=1[O:35][CH2:33][CH3:34])=[O:31]. (6) Given the reactants [Cl:1][C:2]1[CH:3]=[C:4]2[C:8](=[CH:9][CH:10]=1)[NH:7][N:6]=[C:5]2[C:11](OC)=[O:12].[H-].C([Al+]CC(C)C)C(C)C.S([O-])([O-])(=O)=O.[Na+].[Na+], predict the reaction product. The product is: [Cl:1][C:2]1[CH:3]=[C:4]2[C:8](=[CH:9][CH:10]=1)[NH:7][N:6]=[C:5]2[CH2:11][OH:12]. (7) Given the reactants [OH:1][C@:2]([C:32]1[CH:36]=[C:35]([CH3:37])[O:34][N:33]=1)([CH3:31])[C:3]#[C:4][C:5]1[CH:6]=[CH:7][C:8]2[O:14][CH2:13][CH2:12][N:11]3[C:15]([C:21]([NH:23][CH:24]4[CH2:29][CH2:28]O[CH2:26][CH2:25]4)=[O:22])=[C:16]([C:18]([NH2:20])=[O:19])[N:17]=[C:10]3[C:9]=2[CH:30]=1.Cl.NC1CC[C:43]([F:47])([F:46])CC1, predict the reaction product. The product is: [F:46][C:43]1([F:47])[CH2:28][CH2:29][CH:24]([NH:23][C:21]([C:15]2[N:11]3[CH2:12][CH2:13][O:14][C:8]4[CH:7]=[CH:6][C:5]([C:4]#[C:3][C@@:2]([OH:1])([C:32]5[CH:36]=[C:35]([CH3:37])[O:34][N:33]=5)[CH3:31])=[CH:30][C:9]=4[C:10]3=[N:17][C:16]=2[C:18]([NH2:20])=[O:19])=[O:22])[CH2:25][CH2:26]1. (8) The product is: [F:26][C:27]([F:38])([F:37])[C:28]1[CH:33]=[CH:32][C:31]([C:2]2[NH:3][C:4](=[O:19])[C:5]3[CH:10]=[CH:9][N:8]([CH2:11][O:12][CH2:13][CH2:14][Si:15]([CH3:18])([CH3:17])[CH3:16])[C:6]=3[N:7]=2)=[CH:30][CH:29]=1. Given the reactants Cl[C:2]1[NH:3][C:4](=[O:19])[C:5]2[CH:10]=[CH:9][N:8]([CH2:11][O:12][CH2:13][CH2:14][Si:15]([CH3:18])([CH3:17])[CH3:16])[C:6]=2[N:7]=1.C(=O)([O-])[O-].[Na+].[Na+].[F:26][C:27]([F:38])([F:37])[C:28]1[CH:33]=[CH:32][C:31](B(O)O)=[CH:30][CH:29]=1, predict the reaction product. (9) The product is: [ClH:33].[CH3:31][N:30]([CH3:32])[C:21]1([C:24]2[CH:29]=[CH:28][CH:27]=[CH:26][CH:25]=2)[CH2:22][CH2:23][CH:18]([CH2:17][NH:16][C:13](=[O:15])[CH2:12][CH2:11][CH2:10][C:3]2[C:4]3[C:9](=[CH:8][CH:7]=[CH:6][CH:5]=3)[NH:1][CH:2]=2)[CH2:19][CH2:20]1.[CH3:31][N:30]([CH3:32])[C:21]1([C:24]2[CH:25]=[CH:26][CH:27]=[CH:28][CH:29]=2)[CH2:20][CH2:19][CH:18]([CH2:17][NH:16][C:34](=[O:35])[CH:10]([C:3]2[C:4]3[C:9](=[CH:8][CH:7]=[CH:6][CH:5]=3)[NH:1][CH:2]=2)[CH2:11][CH3:12])[CH2:23][CH2:22]1. Given the reactants [NH:1]1[C:9]2[C:4](=[CH:5][CH:6]=[CH:7][CH:8]=2)[C:3]([CH2:10][CH2:11][CH2:12][C:13]([OH:15])=O)=[CH:2]1.[NH2:16][CH2:17][CH:18]1[CH2:23][CH2:22][C:21]([N:30]([CH3:32])[CH3:31])([C:24]2[CH:29]=[CH:28][CH:27]=[CH:26][CH:25]=2)[CH2:20][CH2:19]1.[Cl-:33].[CH3:34][O:35]C1N=C(OC)N=C([N+]2(C)CCOCC2)N=1.Cl, predict the reaction product. (10) Given the reactants [CH3:1][O:2][C:3]1[CH:4]=[CH:5][CH:6]=[C:7]2[C:12]=1[NH:11][C:10](=[O:13])[CH2:9][CH2:8]2.[CH3:14][O:15]C(Cl)Cl, predict the reaction product. The product is: [CH3:1][O:2][C:3]1[C:12]2[NH:11][C:10](=[O:13])[CH2:9][CH2:8][C:7]=2[C:6]([CH:14]=[O:15])=[CH:5][CH:4]=1.